Dataset: NCI-60 drug combinations with 297,098 pairs across 59 cell lines. Task: Regression. Given two drug SMILES strings and cell line genomic features, predict the synergy score measuring deviation from expected non-interaction effect. (1) Drug 2: CCN(CC)CCCC(C)NC1=C2C=C(C=CC2=NC3=C1C=CC(=C3)Cl)OC. Cell line: SF-268. Synergy scores: CSS=38.9, Synergy_ZIP=-2.64, Synergy_Bliss=-2.90, Synergy_Loewe=-6.41, Synergy_HSA=-1.39. Drug 1: C1CN1C2=NC(=NC(=N2)N3CC3)N4CC4. (2) Drug 1: CC1=C2C(C(=O)C3(C(CC4C(C3C(C(C2(C)C)(CC1OC(=O)C(C(C5=CC=CC=C5)NC(=O)OC(C)(C)C)O)O)OC(=O)C6=CC=CC=C6)(CO4)OC(=O)C)O)C)O. Drug 2: CC1CCC2CC(C(=CC=CC=CC(CC(C(=O)C(C(C(=CC(C(=O)CC(OC(=O)C3CCCCN3C(=O)C(=O)C1(O2)O)C(C)CC4CCC(C(C4)OC)OCCO)C)C)O)OC)C)C)C)OC. Cell line: SF-539. Synergy scores: CSS=6.06, Synergy_ZIP=10.8, Synergy_Bliss=16.2, Synergy_Loewe=13.5, Synergy_HSA=8.22. (3) Drug 1: C1C(C(OC1N2C=C(C(=O)NC2=O)F)CO)O. Drug 2: CC1=C(C=C(C=C1)C(=O)NC2=CC(=CC(=C2)C(F)(F)F)N3C=C(N=C3)C)NC4=NC=CC(=N4)C5=CN=CC=C5. Cell line: UACC62. Synergy scores: CSS=3.28, Synergy_ZIP=-0.423, Synergy_Bliss=2.27, Synergy_Loewe=0.145, Synergy_HSA=1.09. (4) Cell line: SF-295. Drug 1: CCCCC(=O)OCC(=O)C1(CC(C2=C(C1)C(=C3C(=C2O)C(=O)C4=C(C3=O)C=CC=C4OC)O)OC5CC(C(C(O5)C)O)NC(=O)C(F)(F)F)O. Drug 2: COCCOC1=C(C=C2C(=C1)C(=NC=N2)NC3=CC=CC(=C3)C#C)OCCOC.Cl. Synergy scores: CSS=25.3, Synergy_ZIP=1.48, Synergy_Bliss=1.46, Synergy_Loewe=-5.15, Synergy_HSA=1.86. (5) Drug 1: CN(CC1=CN=C2C(=N1)C(=NC(=N2)N)N)C3=CC=C(C=C3)C(=O)NC(CCC(=O)O)C(=O)O. Synergy scores: CSS=43.4, Synergy_ZIP=-0.506, Synergy_Bliss=-2.02, Synergy_Loewe=-2.95, Synergy_HSA=-0.984. Drug 2: CC1=C(C=C(C=C1)C(=O)NC2=CC(=CC(=C2)C(F)(F)F)N3C=C(N=C3)C)NC4=NC=CC(=N4)C5=CN=CC=C5. Cell line: K-562. (6) Drug 1: C1CNP(=O)(OC1)N(CCCl)CCCl. Drug 2: C1C(C(OC1N2C=NC(=NC2=O)N)CO)O. Cell line: HOP-92. Synergy scores: CSS=-7.76, Synergy_ZIP=9.16, Synergy_Bliss=9.42, Synergy_Loewe=-13.9, Synergy_HSA=-7.05. (7) Drug 1: C1=CC(=CC=C1CCCC(=O)O)N(CCCl)CCCl. Drug 2: C1=CN(C=N1)CC(O)(P(=O)(O)O)P(=O)(O)O. Cell line: A549. Synergy scores: CSS=14.3, Synergy_ZIP=-0.692, Synergy_Bliss=-5.05, Synergy_Loewe=-5.78, Synergy_HSA=-4.38.